Dataset: NCI-60 drug combinations with 297,098 pairs across 59 cell lines. Task: Regression. Given two drug SMILES strings and cell line genomic features, predict the synergy score measuring deviation from expected non-interaction effect. (1) Drug 1: CC(C)CN1C=NC2=C1C3=CC=CC=C3N=C2N. Drug 2: C1C(C(OC1N2C=NC(=NC2=O)N)CO)O. Cell line: NCI-H322M. Synergy scores: CSS=-0.796, Synergy_ZIP=-0.0584, Synergy_Bliss=-1.93, Synergy_Loewe=-2.83, Synergy_HSA=-3.51. (2) Drug 2: CN1C2=C(C=C(C=C2)N(CCCl)CCCl)N=C1CCCC(=O)O.Cl. Drug 1: CC12CCC3C(C1CCC2=O)CC(=C)C4=CC(=O)C=CC34C. Cell line: ACHN. Synergy scores: CSS=38.4, Synergy_ZIP=-2.30, Synergy_Bliss=-3.07, Synergy_Loewe=-11.2, Synergy_HSA=-3.58. (3) Drug 1: C1C(C(OC1N2C=C(C(=O)NC2=O)F)CO)O. Drug 2: CCC(=C(C1=CC=CC=C1)C2=CC=C(C=C2)OCCN(C)C)C3=CC=CC=C3.C(C(=O)O)C(CC(=O)O)(C(=O)O)O. Cell line: KM12. Synergy scores: CSS=31.8, Synergy_ZIP=-0.437, Synergy_Bliss=-8.80, Synergy_Loewe=17.0, Synergy_HSA=-5.93. (4) Drug 1: CNC(=O)C1=CC=CC=C1SC2=CC3=C(C=C2)C(=NN3)C=CC4=CC=CC=N4. Drug 2: CN(CCCl)CCCl.Cl. Cell line: COLO 205. Synergy scores: CSS=40.6, Synergy_ZIP=-1.17, Synergy_Bliss=-1.00, Synergy_Loewe=-4.40, Synergy_HSA=-4.00. (5) Drug 1: C1CCC(C1)C(CC#N)N2C=C(C=N2)C3=C4C=CNC4=NC=N3. Drug 2: COC1=CC(=CC(=C1O)OC)C2C3C(COC3=O)C(C4=CC5=C(C=C24)OCO5)OC6C(C(C7C(O6)COC(O7)C8=CC=CS8)O)O. Cell line: NCI-H460. Synergy scores: CSS=44.4, Synergy_ZIP=2.75, Synergy_Bliss=2.95, Synergy_Loewe=-27.3, Synergy_HSA=2.92. (6) Drug 1: CC1CCC2CC(C(=CC=CC=CC(CC(C(=O)C(C(C(=CC(C(=O)CC(OC(=O)C3CCCCN3C(=O)C(=O)C1(O2)O)C(C)CC4CCC(C(C4)OC)O)C)C)O)OC)C)C)C)OC. Drug 2: C1C(C(OC1N2C=NC(=NC2=O)N)CO)O. Cell line: SK-MEL-5. Synergy scores: CSS=4.06, Synergy_ZIP=1.77, Synergy_Bliss=4.61, Synergy_Loewe=1.23, Synergy_HSA=3.38. (7) Drug 1: C1CCC(CC1)NC(=O)N(CCCl)N=O. Drug 2: C1=NC2=C(N1)C(=S)N=CN2. Cell line: MOLT-4. Synergy scores: CSS=64.2, Synergy_ZIP=-3.72, Synergy_Bliss=-6.83, Synergy_Loewe=-12.6, Synergy_HSA=-5.61. (8) Drug 1: CC1=C2C(C(=O)C3(C(CC4C(C3C(C(C2(C)C)(CC1OC(=O)C(C(C5=CC=CC=C5)NC(=O)OC(C)(C)C)O)O)OC(=O)C6=CC=CC=C6)(CO4)OC(=O)C)OC)C)OC. Drug 2: COC1=C2C(=CC3=C1OC=C3)C=CC(=O)O2. Cell line: UACC62. Synergy scores: CSS=42.0, Synergy_ZIP=7.29, Synergy_Bliss=8.55, Synergy_Loewe=-26.0, Synergy_HSA=8.76. (9) Drug 1: CC1C(C(CC(O1)OC2CC(CC3=C2C(=C4C(=C3O)C(=O)C5=C(C4=O)C(=CC=C5)OC)O)(C(=O)C)O)N)O.Cl. Drug 2: C1=NNC2=C1C(=O)NC=N2. Cell line: HOP-62. Synergy scores: CSS=26.9, Synergy_ZIP=-5.94, Synergy_Bliss=1.48, Synergy_Loewe=-28.2, Synergy_HSA=-0.909.